From a dataset of Forward reaction prediction with 1.9M reactions from USPTO patents (1976-2016). Predict the product of the given reaction. (1) The product is: [ClH:28].[ClH:28].[NH2:8][CH:9]([C:21]1[CH:22]=[CH:23][C:24]([CH3:27])=[CH:25][CH:26]=1)[C:10]([O:12][C@@H:13]1[CH:18]2[CH2:17][CH2:16][N:15]([CH2:20][CH2:19]2)[CH2:14]1)=[O:11]. Given the reactants C(OC([NH:8][CH:9]([C:21]1[CH:26]=[CH:25][C:24]([CH3:27])=[CH:23][CH:22]=1)[C:10]([O:12][C@@H:13]1[CH:18]2[CH2:19][CH2:20][N:15]([CH2:16][CH2:17]2)[CH2:14]1)=[O:11])=O)(C)(C)C.[ClH:28], predict the reaction product. (2) Given the reactants [NH2:1][C:2]1[CH:7]=[CH:6][CH:5]=[CH:4][C:3]=1[NH:8][C:9](=[O:17])[C:10]1[CH:15]=[CH:14][C:13](I)=[CH:12][CH:11]=1.[CH2:18]([NH2:25])[C:19]1[CH:24]=[CH:23][CH:22]=[CH:21][CH:20]=1.C(=O)([O-])[O-].[K+].[K+].O1C=[CH:35][CH:34]=[C:33]1P(C1OC=CC=1)C1OC=CC=1.C=C=C, predict the reaction product. The product is: [NH2:1][C:2]1[CH:7]=[CH:6][CH:5]=[CH:4][C:3]=1[NH:8][C:9](=[O:17])[C:10]1[CH:15]=[CH:14][C:13]([C:34]([CH2:35][NH:25][CH2:18][C:19]2[CH:24]=[CH:23][CH:22]=[CH:21][CH:20]=2)=[CH2:33])=[CH:12][CH:11]=1. (3) Given the reactants [H-].[Na+].[NH:3]1[CH:7]=[CH:6][N:5]=[C:4]1[C:8]1[CH:13]=[CH:12][C:11]([C:14](=[O:16])[CH3:15])=[CH:10][CH:9]=1.[CH3:17]I, predict the reaction product. The product is: [CH3:17][N:3]1[CH:7]=[CH:6][N:5]=[C:4]1[C:8]1[CH:9]=[CH:10][C:11]([C:14](=[O:16])[CH3:15])=[CH:12][CH:13]=1. (4) Given the reactants C(OC([N:8]1[CH2:13][CH2:12][N:11]([C:14]2[CH:19]=[C:18]([C:20](=[O:37])[NH:21][C:22]3[CH:27]=[CH:26][CH:25]=[CH:24][C:23]=3[C:28]3[S:29][C:30]4[C:35]([N:36]=3)=[CH:34][CH:33]=[CH:32][N:31]=4)[N:17]=[C:16]([C:38]3[CH:43]=[CH:42][CH:41]=[CH:40][CH:39]=3)[N:15]=2)[CH2:10][CH2:9]1)=O)(C)(C)C.FC(F)(F)C(O)=O.[ClH:51], predict the reaction product. The product is: [ClH:51].[N:36]1[C:35]2[C:30](=[N:31][CH:32]=[CH:33][CH:34]=2)[S:29][C:28]=1[C:23]1[CH:24]=[CH:25][CH:26]=[CH:27][C:22]=1[NH:21][C:20]([C:18]1[CH:19]=[C:14]([N:11]2[CH2:12][CH2:13][NH:8][CH2:9][CH2:10]2)[N:15]=[C:16]([C:38]2[CH:39]=[CH:40][CH:41]=[CH:42][CH:43]=2)[N:17]=1)=[O:37]. (5) Given the reactants [I-:1].[CH3:2][N+:3]1[C:12]2[C:7](=[CH:8][CH:9]=[CH:10][CH:11]=2)[C:6]([CH3:13])=[CH:5][CH:4]=1.[CH3:14][N:15]1[C:27]2[CH:26]=[CH:25][C:24]([CH:28]=O)=[CH:23][C:22]=2[C:21]2[C:16]1=[CH:17][CH:18]=[CH:19][CH:20]=2.N1CCCCC1, predict the reaction product. The product is: [I-:1].[CH3:2][N+:3]1[C:12]2[C:7](=[CH:8][CH:9]=[CH:10][CH:11]=2)[C:6](/[CH:13]=[CH:28]/[C:24]2[CH:25]=[CH:26][C:27]3[N:15]([CH3:14])[C:16]4[C:21]([C:22]=3[CH:23]=2)=[CH:20][CH:19]=[CH:18][CH:17]=4)=[CH:5][CH:4]=1.